From a dataset of Forward reaction prediction with 1.9M reactions from USPTO patents (1976-2016). Predict the product of the given reaction. (1) Given the reactants [N:1]([CH2:4][CH2:5][CH:6]([C:20]([F:23])([F:22])[F:21])[O:7][C:8]1[N:15]=[C:14]([C:16]([F:19])([F:18])[F:17])[CH:13]=[CH:12][C:9]=1[C:10]#[N:11])=[N+]=[N-].O.C1(P(C2C=CC=CC=2)C2C=CC=CC=2)C=CC=CC=1.[C:44]([O:48][C:49](O[C:49]([O:48][C:44]([CH3:47])([CH3:46])[CH3:45])=[O:50])=[O:50])([CH3:47])([CH3:46])[CH3:45], predict the reaction product. The product is: [C:44]([O:48][C:49](=[O:50])[NH:1][CH2:4][CH2:5][CH:6]([O:7][C:8]1[C:9]([C:10]#[N:11])=[CH:12][CH:13]=[C:14]([C:16]([F:19])([F:18])[F:17])[N:15]=1)[C:20]([F:23])([F:22])[F:21])([CH3:47])([CH3:46])[CH3:45]. (2) Given the reactants Br[C:2]1[CH:11]=[CH:10][C:5]([C:6]([O:8][CH3:9])=[O:7])=[C:4]([Cl:12])[CH:3]=1.[CH3:13][C:14]([CH3:18])([CH3:17])[C:15]#[CH:16], predict the reaction product. The product is: [Cl:12][C:4]1[CH:3]=[C:2]([C:16]#[C:15][C:14]([CH3:18])([CH3:17])[CH3:13])[CH:11]=[CH:10][C:5]=1[C:6]([O:8][CH3:9])=[O:7]. (3) Given the reactants [NH2:1][C:2]1[N:7]=[C:6]([C:8]2[O:9][CH:10]=[CH:11][CH:12]=2)[C:5]([C:13]#[N:14])=[C:4]([S:15]([CH3:18])(=O)=O)[N:3]=1.[C:19]1(S)[CH:24]=[CH:23]C=[CH:21][CH:20]=1.C1CCN2C(=NCCC2)CC1, predict the reaction product. The product is: [NH2:1][C:2]1[N:7]=[C:6]([C:8]2[O:9][CH:10]=[CH:11][CH:12]=2)[C:5]([C:13]#[N:14])=[C:4]([S:15][C:18]2[CH:23]=[CH:24][CH:19]=[CH:20][CH:21]=2)[N:3]=1. (4) Given the reactants [C:1]([NH2:9])(=[O:8])[C:2]1[CH:7]=[CH:6][CH:5]=[CH:4][CH:3]=1.[Cl:10][CH2:11][C:12]([CH2:14]Cl)=O, predict the reaction product. The product is: [Cl:10][CH2:11][C:12]1[N:9]=[C:1]([C:2]2[CH:7]=[CH:6][CH:5]=[CH:4][CH:3]=2)[O:8][CH:14]=1. (5) Given the reactants C(O[C:6]([C:8]1[C:9]([OH:24])=[C:10]2[C:22]([CH3:23])=[N:21][S:20][C:11]2=[C:12]([C:14]2[CH:19]=[N:18][CH:17]=[CH:16][N:15]=2)[N:13]=1)=[O:7])CCC.[NH2:25][CH2:26][C:27]([OH:29])=[O:28], predict the reaction product. The product is: [OH:24][C:9]1[C:8]([C:6]([NH:25][CH2:26][C:27]([OH:29])=[O:28])=[O:7])=[N:13][C:12]([C:14]2[CH:19]=[N:18][CH:17]=[CH:16][N:15]=2)=[C:11]2[S:20][N:21]=[C:22]([CH3:23])[C:10]=12. (6) Given the reactants [CH3:1][O:2][C:3]1[CH:12]=[C:11]2[C:6]([C:7]([S:13][C:14]3[CH:19]=[CH:18][CH:17]=[CH:16][CH:15]=3)=[CH:8][CH:9]=[N:10]2)=[CH:5][CH:4]=1.C1C=C(Cl)C=C(C(OO)=[O:28])C=1, predict the reaction product. The product is: [CH3:1][O:2][C:3]1[CH:12]=[C:11]2[C:6]([C:7]([S:13]([C:14]3[CH:15]=[CH:16][CH:17]=[CH:18][CH:19]=3)=[O:28])=[CH:8][CH:9]=[N:10]2)=[CH:5][CH:4]=1. (7) Given the reactants [CH3:1][O:2][C:3]1[CH:4]=[C:5]([C:17]2[CH:22]=[CH:21][CH:20]=[C:19]([CH2:23][O:24][C:25]3[CH:30]=[CH:29][C:28]([C:31]4([CH2:35][C:36]([O:38]CC)=[O:37])[CH2:34][O:33][CH2:32]4)=[CH:27][CH:26]=3)[CH:18]=2)[CH:6]=[CH:7][C:8]=1[O:9][CH2:10][CH2:11][CH2:12][S:13]([CH3:16])(=[O:15])=[O:14], predict the reaction product. The product is: [CH3:1][O:2][C:3]1[CH:4]=[C:5]([C:17]2[CH:22]=[CH:21][CH:20]=[C:19]([CH2:23][O:24][C:25]3[CH:26]=[CH:27][C:28]([C:31]4([CH2:35][C:36]([OH:38])=[O:37])[CH2:32][O:33][CH2:34]4)=[CH:29][CH:30]=3)[CH:18]=2)[CH:6]=[CH:7][C:8]=1[O:9][CH2:10][CH2:11][CH2:12][S:13]([CH3:16])(=[O:15])=[O:14].